Dataset: Forward reaction prediction with 1.9M reactions from USPTO patents (1976-2016). Task: Predict the product of the given reaction. (1) Given the reactants [CH2:1]([O:3][C:4]([C:6]1[CH:11]=[C:10]([Br:12])[C:9](=[O:13])[NH:8][C:7]=1[C:14]([F:17])([F:16])[F:15])=[O:5])[CH3:2].O[CH2:19][CH:20]1[CH2:22][CH2:21]1.C1(P(C2C=CC=CC=2)C2C=CC=CC=2)C=CC=CC=1.N(C(OCC)=O)=NC(OCC)=O, predict the reaction product. The product is: [CH2:1]([O:3][C:4](=[O:5])[C:6]1[CH:11]=[C:10]([Br:12])[C:9]([O:13][CH2:19][CH:20]2[CH2:22][CH2:21]2)=[N:8][C:7]=1[C:14]([F:17])([F:15])[F:16])[CH3:2]. (2) The product is: [F:1][C:2]([F:7])([F:6])[C:3]([OH:5])=[O:4].[F:43][C:38]1[C:37]([C:24]2[CH:25]=[C:26]3[C:27]4([C:35]5[C:30](=[CH:31][CH:32]=[CH:33][CH:34]=5)[C:29]([NH2:36])=[N:28]4)[C:16]4[CH:15]=[C:14]([CH:11]5[CH2:12][CH2:13][O:8][CH2:9][CH2:10]5)[N:19]=[CH:18][C:17]=4[O:20][C:21]3=[CH:22][CH:23]=2)=[CH:42][CH:41]=[CH:40][N:39]=1. Given the reactants [F:1][C:2]([F:7])([F:6])[C:3]([OH:5])=[O:4].[O:8]1[CH2:13][CH:12]=[C:11]([C:14]2[N:19]=[CH:18][C:17]3[O:20][C:21]4[C:26]([C:27]5([C:35]6[C:30](=[CH:31][CH:32]=[CH:33][CH:34]=6)[C:29]([NH2:36])=[N:28]5)[C:16]=3[CH:15]=2)=[CH:25][C:24]([C:37]2[C:38]([F:43])=[N:39][CH:40]=[CH:41][CH:42]=2)=[CH:23][CH:22]=4)[CH2:10][CH2:9]1, predict the reaction product. (3) The product is: [CH3:13][N:14]([C:15]1[CH:23]=[CH:22][C:18]([C:19]([OH:21])=[O:20])=[CH:17][CH:16]=1)[C:2]1[C:11]2[C:6](=[CH:7][CH:8]=[CH:9][CH:10]=2)[N:5]=[C:4]([CH3:12])[N:3]=1. Given the reactants Cl[C:2]1[C:11]2[C:6](=[CH:7][CH:8]=[CH:9][CH:10]=2)[N:5]=[C:4]([CH3:12])[N:3]=1.[CH3:13][NH:14][C:15]1[CH:23]=[CH:22][C:18]([C:19]([OH:21])=[O:20])=[CH:17][CH:16]=1, predict the reaction product. (4) Given the reactants [Cl:1][C:2]1[C:3]([C:10]2[CH:32]=[CH:31][C:13]([C:14]([NH:16][C:17]3[CH:22]=[CH:21][CH:20]=[CH:19][C:18]=3[NH:23][C:24](=[O:30])[O:25][C:26]([CH3:29])([CH3:28])[CH3:27])=[O:15])=[CH:12][CH:11]=2)=[N:4][CH:5]=[C:6]([CH:8]=O)[CH:7]=1.[NH:33]1[CH2:37][CH2:36][CH2:35][CH2:34]1.C(O[BH-](OC(=O)C)OC(=O)C)(=O)C.[Na+], predict the reaction product. The product is: [Cl:1][C:2]1[C:3]([C:10]2[CH:32]=[CH:31][C:13]([C:14]([NH:16][C:17]3[CH:22]=[CH:21][CH:20]=[CH:19][C:18]=3[NH:23][C:24](=[O:30])[O:25][C:26]([CH3:29])([CH3:27])[CH3:28])=[O:15])=[CH:12][CH:11]=2)=[N:4][CH:5]=[C:6]([CH2:8][N:33]2[CH2:37][CH2:36][CH2:35][CH2:34]2)[CH:7]=1. (5) Given the reactants [CH3:1][N:2]1[CH:6]=[C:5]([S:7]([NH:10][C:11]2[C:12]([O:23][C:24]3[CH:25]=[C:26]([CH:42]=[CH:43][CH:44]=3)[O:27][CH2:28][CH:29]3[CH2:34][CH2:33][N:32](C(OC(C)(C)C)=O)[CH2:31][CH2:30]3)=[CH:13][C:14]3[N:18]([CH3:19])[C:17](=[O:20])[N:16]([CH3:21])[C:15]=3[CH:22]=2)(=[O:9])=[O:8])[N:4]=[C:3]1[CH3:45].[F:46][C:47]([F:52])([F:51])[C:48]([OH:50])=[O:49], predict the reaction product. The product is: [F:46][C:47]([F:52])([F:51])[C:48]([OH:50])=[O:49].[CH3:19][N:18]1[C:14]2[CH:13]=[C:12]([O:23][C:24]3[CH:44]=[CH:43][CH:42]=[C:26]([O:27][CH2:28][CH:29]4[CH2:34][CH2:33][NH:32][CH2:31][CH2:30]4)[CH:25]=3)[C:11]([NH:10][S:7]([C:5]3[N:4]=[C:3]([CH3:45])[N:2]([CH3:1])[CH:6]=3)(=[O:8])=[O:9])=[CH:22][C:15]=2[N:16]([CH3:21])[C:17]1=[O:20]. (6) Given the reactants Cl[CH2:2][CH2:3][CH2:4][CH2:5][N:6]1[C:14]([O:15]C)=[N:13][C:12]2[C:7]1=[N:8][C:9]([NH:18][C@H:19]([CH3:23])[CH2:20][CH2:21][CH3:22])=[N:10][C:11]=2[NH2:17].[CH3:24][CH:25]([N:27]1[CH2:32][CH2:31][NH:30][CH2:29][CH2:28]1)[CH3:26], predict the reaction product. The product is: [NH2:17][C:11]1[N:10]=[C:9]([NH:18][C@H:19]([CH3:23])[CH2:20][CH2:21][CH3:22])[N:8]=[C:7]2[C:12]=1[NH:13][C:14](=[O:15])[N:6]2[CH2:5][CH2:4][CH2:3][CH2:2][N:30]1[CH2:31][CH2:32][N:27]([CH:25]([CH3:26])[CH3:24])[CH2:28][CH2:29]1. (7) The product is: [Cl:1][C:2]1[CH:7]=[CH:6][C:5]([C:8]2[N:9]([CH2:14][C@H:15]([OH:20])[C:16]([F:18])([F:19])[F:17])[C:10](=[O:13])[N:11]([CH2:28][C:29]3[S:30][C:31]([C:34]4[CH:39]=[CH:38][CH:37]=[CH:36][C:35]=4[C:40]([F:43])([F:41])[F:42])=[CH:32][N:33]=3)[N:12]=2)=[CH:4][CH:3]=1. Given the reactants [Cl:1][C:2]1[CH:7]=[CH:6][C:5]([C:8]2[N:9]([CH2:14][C@H:15]([OH:20])[C:16]([F:19])([F:18])[F:17])[C:10](=[O:13])[NH:11][N:12]=2)=[CH:4][CH:3]=1.C(=O)([O-])[O-].[Cs+].[Cs+].Br[CH2:28][C:29]1[S:30][C:31]([C:34]2[CH:39]=[CH:38][CH:37]=[CH:36][C:35]=2[C:40]([F:43])([F:42])[F:41])=[CH:32][N:33]=1, predict the reaction product.